This data is from Reaction yield outcomes from USPTO patents with 853,638 reactions. The task is: Predict the reaction yield, written as a fraction of the theoretical maximum amount of product (1.0 means a 100% yield; for example, 0.34 means a 34% yield). (1) The reactants are C(OC([NH:8][C:9]1[C:10]([C:16]([OH:18])=[O:17])=[CH:11][C:12]([Cl:15])=[N:13][CH:14]=1)=O)(C)(C)C.FC(F)(F)C(O)=O. The catalyst is C(Cl)Cl. The product is [NH2:8][C:9]1[C:10]([C:16]([OH:18])=[O:17])=[CH:11][C:12]([Cl:15])=[N:13][CH:14]=1. The yield is 0.870. (2) The reactants are [CH3:1][CH:2]([NH2:4])[CH3:3].Cl[CH2:6][C:7]1[N:8]=[CH:9][C:10]2[C:15]([CH:16]=1)=[CH:14][CH:13]=[CH:12][CH:11]=2. The yield is 0.448. The product is [CH:9]1[C:10]2[C:15](=[CH:14][CH:13]=[CH:12][CH:11]=2)[CH:16]=[C:7]([CH2:6][NH:4][CH:2]([CH3:3])[CH3:1])[N:8]=1. The catalyst is C(O)C. (3) The reactants are Cl[C:2]1S[C:5]([C:7]2[C:16]([O:17][C:18]3[C:27]4[C:22](=[CH:23][C:24]([O:30][CH3:31])=[C:25]([O:28][CH3:29])[CH:26]=4)[N:21]=[CH:20][CH:19]=3)=[CH:15][C:14]3[C:9](=[CH:10][CH:11]=[CH:12][CH:13]=3)[N:8]=2)=[CH:4][C:3]=1[CH3:32]. The catalyst is C(N(CC)CC)C.CN(C)C=O.[OH-].[Pd+2].[OH-]. The product is [CH3:29][O:28][C:25]1[CH:26]=[C:27]2[C:22](=[CH:23][C:24]=1[O:30][CH3:31])[N:21]=[CH:20][CH:19]=[C:18]2[O:17][C:16]1[C:7]([CH2:5][CH2:4][CH:3]([CH3:32])[CH3:2])=[N:8][C:9]2[C:14]([CH:15]=1)=[CH:13][CH:12]=[CH:11][CH:10]=2. The yield is 0.560. (4) The reactants are [N:1]([CH2:4][CH2:5][CH2:6][CH2:7][CH2:8][C:9]([O:11][CH2:12][CH3:13])=[O:10])=[C:2]=[O:3].[NH2:14][CH2:15][CH2:16][CH2:17][CH2:18][C:19]([CH3:23])([CH3:22])[CH2:20][OH:21]. The catalyst is C(Cl)Cl. The product is [OH:21][CH2:20][C:19]([CH3:23])([CH3:22])[CH2:18][CH2:17][CH2:16][CH2:15][NH:14][C:2]([NH:1][CH2:4][CH2:5][CH2:6][CH2:7][CH2:8][C:9]([O:11][CH2:12][CH3:13])=[O:10])=[O:3]. The yield is 1.12. (5) The reactants are [F:1][C:2]([F:6])([F:5])[CH2:3][OH:4].[CH3:7][C:8]1[CH:13]=[CH:12][C:11]([S:14](Cl)(=[O:16])=[O:15])=[CH:10][CH:9]=1.C(N(CC)CC)C.O. The catalyst is C(Cl)Cl. The product is [CH3:7][C:8]1[CH:13]=[CH:12][C:11]([S:14]([O:4][CH2:3][C:2]([F:6])([F:5])[F:1])(=[O:16])=[O:15])=[CH:10][CH:9]=1. The yield is 0.787. (6) The reactants are C[O:2][C:3](=O)[CH:4]([C:14]1[CH:19]=[C:18]([O:20][CH3:21])[C:17]([O:22][CH2:23][C:24]2[CH:29]=[CH:28][CH:27]=[CH:26][CH:25]=2)=[CH:16][C:15]=1[N+:30]([O-:32])=[O:31])[NH:5][C:6]1[CH:11]=[CH:10][C:9]([C:12]#[N:13])=[CH:8][CH:7]=1.[BH4-].[Li+]. The catalyst is C(COC)OC. The product is [CH2:23]([O:22][C:17]1[C:18]([O:20][CH3:21])=[CH:19][C:14]([CH:4]([NH:5][C:6]2[CH:7]=[CH:8][C:9]([C:12]#[N:13])=[CH:10][CH:11]=2)[CH2:3][OH:2])=[C:15]([N+:30]([O-:32])=[O:31])[CH:16]=1)[C:24]1[CH:25]=[CH:26][CH:27]=[CH:28][CH:29]=1. The yield is 0.740.